This data is from Serine/threonine kinase 33 screen with 319,792 compounds. The task is: Binary Classification. Given a drug SMILES string, predict its activity (active/inactive) in a high-throughput screening assay against a specified biological target. (1) The drug is S(=O)(=O)(N1CCc2c1cccc2)c1cc(NC(=O)C)c(OC)cc1. The result is 0 (inactive). (2) The molecule is O=C(NCCN(CCNC(=O)c1[nH]cnc1C(=O)Nc1ccc(cc1)C)CCNC(=O)c1[nH]cnc1C(=O)Nc1ccc(cc1)C)c1[nH]cnc1C(=O)Nc1ccc(cc1)C. The result is 0 (inactive). (3) The molecule is s1c2c(CCCC2)c(c1NC(=O)C1Oc2c(OC1)cccc2)C(=O)NCCC. The result is 0 (inactive).